Dataset: Full USPTO retrosynthesis dataset with 1.9M reactions from patents (1976-2016). Task: Predict the reactants needed to synthesize the given product. (1) Given the product [CH2:16]([C:9]1[C:8]([C:5]2[CH:4]=[N:3][C:2]([C:26]3[CH:31]=[CH:30][C:29]([O:32][CH:33]([CH3:34])[CH3:35])=[C:28]([C:36]([F:37])([F:39])[F:38])[CH:27]=3)=[N:7][CH:6]=2)=[CH:15][CH:14]=[CH:13][C:10]=1[CH:11]=[O:12])[CH3:17], predict the reactants needed to synthesize it. The reactants are: Cl[C:2]1[N:7]=[CH:6][C:5]([C:8]2[C:9]([CH2:16][CH3:17])=[C:10]([CH:13]=[CH:14][CH:15]=2)[CH:11]=[O:12])=[CH:4][N:3]=1.CC1(C)C(C)(C)OB([C:26]2[CH:31]=[CH:30][C:29]([O:32][CH:33]([CH3:35])[CH3:34])=[C:28]([C:36]([F:39])([F:38])[F:37])[CH:27]=2)O1.P([O-])([O-])([O-])=O.[K+].[K+].[K+]. (2) Given the product [CH3:40][O:41][C:42]1[CH:59]=[C:58]([O:60][CH3:61])[CH:57]=[CH:56][C:43]=1[CH2:44][N:45]([CH2:53][C@H:15]([C:16]1[CH:17]=[CH:18][C:19]([Cl:22])=[CH:20][CH:21]=1)[C:14]([N:9]1[C@H:8]([CH2:1][C:2]2[CH:7]=[CH:6][CH:5]=[CH:4][CH:3]=2)[CH2:12][O:11][C:10]1=[O:13])=[O:23])[C:46](=[O:52])[O:47][C:48]([CH3:51])([CH3:50])[CH3:49], predict the reactants needed to synthesize it. The reactants are: [CH2:1]([C@@H:8]1[CH2:12][O:11][C:10](=[O:13])[N:9]1[C:14](=[O:23])[CH2:15][C:16]1[CH:21]=[CH:20][C:19]([Cl:22])=[CH:18][CH:17]=1)[C:2]1[CH:7]=[CH:6][CH:5]=[CH:4][CH:3]=1.C1(C)C=CC=CC=1.CCN(C(C)C)C(C)C.[CH3:40][O:41][C:42]1[CH:59]=[C:58]([O:60][CH3:61])[CH:57]=[CH:56][C:43]=1[CH2:44][N:45]([CH2:53]OC)[C:46](=[O:52])[O:47][C:48]([CH3:51])([CH3:50])[CH3:49]. (3) Given the product [CH2:28]([N:30]1[CH2:35][CH2:34][N:33]([CH2:26][CH:7]2[C:6](=[O:27])[C:5]3[C:4]4[C:12](=[CH:13][CH:14]=[C:2]([F:1])[CH:3]=4)[N:11]([CH2:15][C:16]4[CH:25]=[CH:24][C:19]([C:20]([O:22][CH3:23])=[O:21])=[CH:18][CH:17]=4)[C:10]=3[CH2:9][CH2:8]2)[CH2:32][CH2:31]1)[CH3:29], predict the reactants needed to synthesize it. The reactants are: [F:1][C:2]1[CH:3]=[C:4]2[C:12](=[CH:13][CH:14]=1)[N:11]([CH2:15][C:16]1[CH:25]=[CH:24][C:19]([C:20]([O:22][CH3:23])=[O:21])=[CH:18][CH:17]=1)[C:10]1[CH2:9][CH2:8][C:7](=[CH2:26])[C:6](=[O:27])[C:5]2=1.[CH2:28]([N:30]1[CH2:35][CH2:34][NH:33][CH2:32][CH2:31]1)[CH3:29]. (4) Given the product [Cl:17][CH2:11][C:4]1[CH:5]=[C:6]([F:10])[C:7]([S:8][CH3:9])=[C:2]([F:1])[CH:3]=1, predict the reactants needed to synthesize it. The reactants are: [F:1][C:2]1[CH:3]=[C:4]([CH2:11]O)[CH:5]=[C:6]([F:10])[C:7]=1[S:8][CH3:9].CS([Cl:17])(=O)=O.C(N(C(C)C)CC)(C)C.Cl. (5) The reactants are: [S:1]1[C:5]2[CH:6]=[CH:7][CH:8]=[CH:9][C:4]=2[N:3]=[C:2]1[C:10]1[C:18]2[CH2:17][CH2:16][N:15]([CH3:19])[CH2:14][C:13]=2[S:12][C:11]=1[NH2:20].[C:21](OC(=O)C)(=[O:23])[CH3:22].C(O)(=O)C.C(=O)(O)[O-].[Na+]. Given the product [S:1]1[C:5]2[CH:6]=[CH:7][CH:8]=[CH:9][C:4]=2[N:3]=[C:2]1[C:10]1[C:18]2[CH2:17][CH2:16][N:15]([CH3:19])[CH2:14][C:13]=2[S:12][C:11]=1[NH:20][C:21](=[O:23])[CH3:22], predict the reactants needed to synthesize it.